Dataset: Reaction yield outcomes from USPTO patents with 853,638 reactions. Task: Predict the reaction yield, written as a fraction of the theoretical maximum amount of product (1.0 means a 100% yield; for example, 0.34 means a 34% yield). (1) The reactants are [N:1]1[C:10]2[C:5](=[CH:6][C:7]([CH2:11][N:12]3[C:16]4=[N:17][C:18]([C:21](=[N:23][NH2:24])[NH2:22])=[CH:19][N:20]=[C:15]4[N:14]=[N:13]3)=[CH:8][CH:9]=2)[CH:4]=[CH:3][CH:2]=1.N1C=CC=CC=1.[C:31](OC(=O)C)(=[O:33])[CH3:32]. The catalyst is CS(C)=O.C(Cl)Cl. The product is [C:31]([NH:24]/[N:23]=[C:21](\[C:18]1[N:17]=[C:16]2[N:12]([CH2:11][C:7]3[CH:6]=[C:5]4[C:10](=[CH:9][CH:8]=3)[N:1]=[CH:2][CH:3]=[CH:4]4)[N:13]=[N:14][C:15]2=[N:20][CH:19]=1)/[NH2:22])(=[O:33])[CH3:32]. The yield is 0.670. (2) The reactants are [Br:1][C:2]1[CH:7]=[CH:6][C:5]([NH:8][C:9](=[NH:21])[C:10]([C:13]2[C:18]([Cl:19])=[CH:17][CH:16]=[CH:15][C:14]=2[Cl:20])([CH3:12])[CH3:11])=[C:4]([F:22])[CH:3]=1.C([O-])([O-])=O.[K+].[K+].Br[CH2:30][C:31](=[O:37])[C:32]([O:34][CH2:35][CH3:36])=[O:33].Cl. The catalyst is C1(C)C=CC=CC=1.C1COCC1. The product is [Br:1][C:2]1[CH:7]=[CH:6][C:5]([N:8]2[CH2:30][C:31]([OH:37])([C:32]([O:34][CH2:35][CH3:36])=[O:33])[N:21]=[C:9]2[C:10]([C:13]2[C:14]([Cl:20])=[CH:15][CH:16]=[CH:17][C:18]=2[Cl:19])([CH3:11])[CH3:12])=[C:4]([F:22])[CH:3]=1. The yield is 0.960.